Dataset: Cav3 T-type calcium channel HTS with 100,875 compounds. Task: Binary Classification. Given a drug SMILES string, predict its activity (active/inactive) in a high-throughput screening assay against a specified biological target. (1) The result is 1 (active). The compound is O=C(N(C1CCCCC1)Cc1onc(n1)c1ccccc1)COc1c(OC)cccc1. (2) The molecule is s1c(c2oc(c([n+]2[O-])C)C)ccc1. The result is 0 (inactive).